This data is from NCI-60 drug combinations with 297,098 pairs across 59 cell lines. The task is: Regression. Given two drug SMILES strings and cell line genomic features, predict the synergy score measuring deviation from expected non-interaction effect. (1) Drug 1: C1=CC(=CC=C1CCCC(=O)O)N(CCCl)CCCl. Drug 2: C1=NC2=C(N1)C(=S)N=CN2. Cell line: NCI-H226. Synergy scores: CSS=5.46, Synergy_ZIP=-11.2, Synergy_Bliss=-18.0, Synergy_Loewe=-26.2, Synergy_HSA=-15.9. (2) Drug 1: CNC(=O)C1=CC=CC=C1SC2=CC3=C(C=C2)C(=NN3)C=CC4=CC=CC=N4. Drug 2: CC(C1=C(C=CC(=C1Cl)F)Cl)OC2=C(N=CC(=C2)C3=CN(N=C3)C4CCNCC4)N. Cell line: HCT116. Synergy scores: CSS=30.0, Synergy_ZIP=-5.18, Synergy_Bliss=0.712, Synergy_Loewe=-0.704, Synergy_HSA=1.03. (3) Cell line: NCI-H226. Drug 1: CS(=O)(=O)C1=CC(=C(C=C1)C(=O)NC2=CC(=C(C=C2)Cl)C3=CC=CC=N3)Cl. Drug 2: CC1C(C(CC(O1)OC2CC(CC3=C2C(=C4C(=C3O)C(=O)C5=C(C4=O)C(=CC=C5)OC)O)(C(=O)CO)O)N)O.Cl. Synergy scores: CSS=45.6, Synergy_ZIP=-0.202, Synergy_Bliss=-3.28, Synergy_Loewe=-11.7, Synergy_HSA=-0.420. (4) Drug 1: CC12CCC3C(C1CCC2=O)CC(=C)C4=CC(=O)C=CC34C. Drug 2: CC(C)NC(=O)C1=CC=C(C=C1)CNNC.Cl. Cell line: OVCAR-8. Synergy scores: CSS=53.9, Synergy_ZIP=0.0422, Synergy_Bliss=2.19, Synergy_Loewe=0.379, Synergy_HSA=1.57. (5) Drug 1: C1=CC(=CC=C1CCC2=CNC3=C2C(=O)NC(=N3)N)C(=O)NC(CCC(=O)O)C(=O)O. Drug 2: CC1C(C(CC(O1)OC2CC(OC(C2O)C)OC3=CC4=CC5=C(C(=O)C(C(C5)C(C(=O)C(C(C)O)O)OC)OC6CC(C(C(O6)C)O)OC7CC(C(C(O7)C)O)OC8CC(C(C(O8)C)O)(C)O)C(=C4C(=C3C)O)O)O)O. Cell line: SK-OV-3. Synergy scores: CSS=40.4, Synergy_ZIP=1.44, Synergy_Bliss=0.281, Synergy_Loewe=-0.660, Synergy_HSA=0.434. (6) Drug 1: C1CCC(C1)C(CC#N)N2C=C(C=N2)C3=C4C=CNC4=NC=N3. Drug 2: CC1=C2C(C(=O)C3(C(CC4C(C3C(C(C2(C)C)(CC1OC(=O)C(C(C5=CC=CC=C5)NC(=O)OC(C)(C)C)O)O)OC(=O)C6=CC=CC=C6)(CO4)OC(=O)C)OC)C)OC. Cell line: MDA-MB-435. Synergy scores: CSS=79.9, Synergy_ZIP=18.0, Synergy_Bliss=15.9, Synergy_Loewe=-13.8, Synergy_HSA=13.5. (7) Drug 1: C1CN1P(=S)(N2CC2)N3CC3. Drug 2: C1=CC=C(C(=C1)C(C2=CC=C(C=C2)Cl)C(Cl)Cl)Cl. Cell line: A498. Synergy scores: CSS=11.2, Synergy_ZIP=-0.813, Synergy_Bliss=3.24, Synergy_Loewe=-2.83, Synergy_HSA=-0.323.